From a dataset of Forward reaction prediction with 1.9M reactions from USPTO patents (1976-2016). Predict the product of the given reaction. (1) Given the reactants [CH2:1]([C:5]1[N:6]=[C:7]([CH3:47])[N:8]([C:33]2[N:38]=[CH:37][C:36]([O:39][CH2:40][CH2:41][C:42](OCC)=O)=[CH:35][N:34]=2)[C:9](=[O:32])[C:10]=1[CH2:11][C:12]1[CH:17]=[C:16]([CH2:18][CH2:19][CH3:20])[C:15]([O:21][Si:22]([C:25]([CH3:28])([CH3:27])[CH3:26])([CH3:24])[CH3:23])=[C:14]([CH2:29][CH2:30][CH3:31])[CH:13]=1)[CH2:2][CH2:3][CH3:4].O.O.[OH-].[Li+].Cl.[CH3:53]O, predict the reaction product. The product is: [CH2:1]([C:5]1[N:6]=[C:7]([CH3:47])[N:8]([C:33]2[N:34]=[CH:35][C:36]([O:39][CH:40]([CH3:53])[CH2:41][CH3:42])=[CH:37][N:38]=2)[C:9](=[O:32])[C:10]=1[CH2:11][C:12]1[CH:17]=[C:16]([CH2:18][CH2:19][CH3:20])[C:15]([O:21][Si:22]([C:25]([CH3:27])([CH3:28])[CH3:26])([CH3:23])[CH3:24])=[C:14]([CH2:29][CH2:30][CH3:31])[CH:13]=1)[CH2:2][CH2:3][CH3:4]. (2) Given the reactants [CH2:1]([C@H:8]([NH:29][C:30]([C@@H:32]([NH:43][C:44](=[O:53])[O:45][CH2:46][C:47]1[CH:52]=[CH:51][CH:50]=[CH:49][CH:48]=1)[CH2:33][CH2:34][C:35](=[O:42])[N:36]1[CH2:41][CH2:40][CH2:39][CH2:38][CH2:37]1)=[O:31])[C@H:9]([OH:28])[CH2:10][N:11](C(OC(C)(C)C)=O)[CH2:12][C:13]1[CH:18]=[CH:17][CH:16]=[C:15]([O:19][CH3:20])[CH:14]=1)[C:2]1[CH:7]=[CH:6][CH:5]=[CH:4][CH:3]=1.O1CCOCC1.[ClH:60], predict the reaction product. The product is: [ClH:60].[C:44]([NH:43][C@H:32]([CH2:33][CH2:34][C:35](=[O:42])[N:36]1[CH2:37][CH2:38][CH2:39][CH2:40][CH2:41]1)[C:30]([NH:29][C@@H:8]([CH2:1][C:2]1[CH:7]=[CH:6][CH:5]=[CH:4][CH:3]=1)[C@H:9]([OH:28])[CH2:10][NH:11][CH2:12][C:13]1[CH:18]=[CH:17][CH:16]=[C:15]([O:19][CH3:20])[CH:14]=1)=[O:31])([O:45][CH2:46][C:47]1[CH:52]=[CH:51][CH:50]=[CH:49][CH:48]=1)=[O:53].